From a dataset of Reaction yield outcomes from USPTO patents with 853,638 reactions. Predict the reaction yield, written as a fraction of the theoretical maximum amount of product (1.0 means a 100% yield; for example, 0.34 means a 34% yield). (1) The reactants are Br[C:2]1[O:6][C:5]([C:7]2[C:12]([F:13])=[CH:11][CH:10]=[CH:9][C:8]=2[F:14])=[N:4][C:3]=1[C:15]([NH2:17])=[O:16].[C:18]1(B(O)O)[CH:23]=[CH:22][CH:21]=[CH:20][CH:19]=1.C(=O)([O-])[O-].[Na+].[Na+]. The catalyst is C(#N)C.C1C=CC(P(C2C=CC=CC=2)[C-]2C=CC=C2)=CC=1.C1C=CC(P(C2C=CC=CC=2)[C-]2C=CC=C2)=CC=1.Cl[Pd]Cl.[Fe+2]. The product is [F:14][C:8]1[CH:9]=[CH:10][CH:11]=[C:12]([F:13])[C:7]=1[C:5]1[O:6][C:2]([C:18]2[CH:23]=[CH:22][CH:21]=[CH:20][CH:19]=2)=[C:3]([C:15]([NH2:17])=[O:16])[N:4]=1. The yield is 0.0800. (2) The reactants are [Cl:1][C:2]1[C:3]([C:24]2[C:32]3[C:27](=[CH:28][CH:29]=[CH:30][CH:31]=3)[NH:26][CH:25]=2)=[N:4][C:5]([NH:8][CH:9]2[CH2:14][CH2:13][N:12]([CH2:15][C:16]3[CH:21]=[CH:20][CH:19]=[C:18]([NH:22][CH3:23])[CH:17]=3)[CH2:11][CH2:10]2)=[N:6][CH:7]=1.[CH3:33][N:34]([CH3:41])[CH2:35]/[CH:36]=[CH:37]/[C:38](O)=[O:39].CN(C(ON1N=NC2C=CC=NC1=2)=[N+](C)C)C.F[P-](F)(F)(F)(F)F.CCN(CC)CC. The catalyst is C(Cl)Cl. The product is [Cl:1][C:2]1[C:3]([C:24]2[C:32]3[C:27](=[CH:28][CH:29]=[CH:30][CH:31]=3)[NH:26][CH:25]=2)=[N:4][C:5]([NH:8][CH:9]2[CH2:14][CH2:13][N:12]([CH2:15][C:16]3[CH:17]=[C:18]([N:22]([CH3:23])[C:38](=[O:39])/[CH:37]=[CH:36]/[CH2:35][N:34]([CH3:41])[CH3:33])[CH:19]=[CH:20][CH:21]=3)[CH2:11][CH2:10]2)=[N:6][CH:7]=1. The yield is 0.100. (3) The reactants are [Cl:1][C:2]1[CH:3]=[CH:4][C:5]([CH3:9])=[C:6]([CH:8]=1)[NH2:7].Br.Br[CH:12]([C:14]1[CH:15]=[C:16]([C:31]([N:33]([CH3:35])[CH3:34])=[O:32])[CH:17]=[C:18]2[C:23]=1[O:22][C:21]([N:24]1[CH2:29][CH2:28][O:27][CH2:26][CH2:25]1)=[CH:20][C:19]2=[O:30])[CH3:13]. The yield is 0.580. No catalyst specified. The product is [Cl:1][C:2]1[CH:3]=[CH:4][C:5]([CH3:9])=[C:6]([NH:7][CH:12]([C:14]2[CH:15]=[C:16]([C:31]([N:33]([CH3:35])[CH3:34])=[O:32])[CH:17]=[C:18]3[C:23]=2[O:22][C:21]([N:24]2[CH2:29][CH2:28][O:27][CH2:26][CH2:25]2)=[CH:20][C:19]3=[O:30])[CH3:13])[CH:8]=1. (4) The reactants are [CH3:1][C:2]1([CH3:9])[CH2:7][CH2:6][C:5](=O)[CH2:4][CH2:3]1.[C:10]([N:17]1[CH2:21][CH2:20][C@H:19]([NH2:22])[CH2:18]1)([O:12][C:13]([CH3:16])([CH3:15])[CH3:14])=[O:11]. The catalyst is C(Cl)Cl. The product is [C:10]([N:17]1[CH2:21][CH2:20][C@H:19]([NH:22][CH:5]2[CH2:6][CH2:7][C:2]([CH3:9])([CH3:1])[CH2:3][CH2:4]2)[CH2:18]1)([O:12][C:13]([CH3:16])([CH3:15])[CH3:14])=[O:11]. The yield is 0.945. (5) The reactants are [F:1][C:2]1[CH:7]=[CH:6][CH:5]=[C:4]([N:8]2[N:12]=[CH:11][CH:10]=[N:9]2)[C:3]=1[C:13]([N:15]1[CH2:19][CH:18]2[CH2:20][N:21]([C:23]3[N:28]=[C:27]([OH:29])[CH:26]=[C:25]([CH3:30])[N:24]=3)[CH2:22][CH:17]2[CH2:16]1)=[O:14].CC([O-])(C)C.[K+].C1C=CC(N([S:44]([C:47]([F:50])([F:49])[F:48])(=[O:46])=[O:45])[S:44]([C:47]([F:50])([F:49])[F:48])(=[O:46])=[O:45])=CC=1. The catalyst is C1COCC1.C([O-])([O-])=O.[K+].[K+]. The product is [F:48][C:47]([F:50])([F:49])[S:44]([O:29][C:27]1[CH:26]=[C:25]([CH3:30])[N:24]=[C:23]([N:21]2[CH2:20][CH:18]3[CH:17]([CH2:16][N:15]([C:13](=[O:14])[C:3]4[C:4]([N:8]5[N:12]=[CH:11][CH:10]=[N:9]5)=[CH:5][CH:6]=[CH:7][C:2]=4[F:1])[CH2:19]3)[CH2:22]2)[N:28]=1)(=[O:46])=[O:45]. The yield is 0.790. (6) The reactants are [CH3:1][S:2]([C:5]1[CH:13]=[CH:12][C:8]([C:9]([OH:11])=O)=[CH:7][CH:6]=1)(=[O:4])=[O:3].C1N=CN(C(N2C=NC=C2)=O)C=1.Cl.[NH2:27][CH2:28][C:29]1[CH:30]=[C:31]2[C:35](=[CH:36][CH:37]=1)[C:34](=[O:38])[N:33]([C@@:39]1([CH3:47])[CH2:44][CH2:43][C:42](=[O:45])[NH:41][C:40]1=[O:46])[C:32]2=[O:48].CC#N. The catalyst is CN(C=O)C. The product is [CH3:47][C@:39]1([N:33]2[C:32](=[O:48])[C:31]3[C:35](=[CH:36][CH:37]=[C:29]([CH2:28][NH:27][C:9](=[O:11])[C:8]4[CH:7]=[CH:6][C:5]([S:2]([CH3:1])(=[O:3])=[O:4])=[CH:13][CH:12]=4)[CH:30]=3)[C:34]2=[O:38])[CH2:44][CH2:43][C:42](=[O:45])[NH:41][C:40]1=[O:46]. The yield is 0.320. (7) The catalyst is C(Cl)Cl. The product is [CH:12]1([N:11]2[C:20](=[O:21])[NH:1][C:2]3[CH:7]=[CH:6][CH:5]=[CH:4][C:3]=3[S:8]2(=[O:10])=[O:9])[CH2:14][CH2:13]1. The reactants are [NH2:1][C:2]1[CH:7]=[CH:6][CH:5]=[CH:4][C:3]=1[S:8]([NH:11][CH:12]1[CH2:14][CH2:13]1)(=[O:10])=[O:9].C1N=CN([C:20](N2C=NC=C2)=[O:21])C=1. The yield is 0.840.